Dataset: Reaction yield outcomes from USPTO patents with 853,638 reactions. Task: Predict the reaction yield, written as a fraction of the theoretical maximum amount of product (1.0 means a 100% yield; for example, 0.34 means a 34% yield). (1) The reactants are [N:1]([CH:4]([C:8]1[N:17]([CH2:18][C:19]2[CH:24]=[CH:23][CH:22]=[CH:21][CH:20]=2)[C:16](=[O:25])[C:15]2[C:10](=[N:11][CH:12]=[CH:13][N:14]=2)[N:9]=1)[CH:5]([CH3:7])[CH3:6])=[N+]=[N-].C1(P(C2C=CC=CC=2)C2C=CC=CC=2)C=CC=CC=1. The catalyst is C1COCC1. The product is [NH2:1][CH:4]([C:8]1[N:17]([CH2:18][C:19]2[CH:24]=[CH:23][CH:22]=[CH:21][CH:20]=2)[C:16](=[O:25])[C:15]2[C:10](=[N:11][CH:12]=[CH:13][N:14]=2)[N:9]=1)[CH:5]([CH3:7])[CH3:6]. The yield is 0.760. (2) The reactants are C[O:2][C:3](=[O:26])[C:4]1[CH:9]=[CH:8][C:7]([CH2:10][S:11][C:12]2[N:17]=[C:16]([C:18]3[CH:23]=[CH:22][C:21]([O:24][CH3:25])=[CH:20][CH:19]=3)[CH:15]=[CH:14][N:13]=2)=[CH:6][CH:5]=1.O[Li].O.Cl. The catalyst is C1COCC1.CO.O. The product is [CH3:25][O:24][C:21]1[CH:20]=[CH:19][C:18]([C:16]2[CH:15]=[CH:14][N:13]=[C:12]([S:11][CH2:10][C:7]3[CH:8]=[CH:9][C:4]([C:3]([OH:26])=[O:2])=[CH:5][CH:6]=3)[N:17]=2)=[CH:23][CH:22]=1. The yield is 0.990. (3) The reactants are C(N(C(C)C)CC)(C)C.CN(C(ON1N=NC2C=CC=CC1=2)=[N+](C)C)C.F[P-](F)(F)(F)(F)F.[CH3:34][CH:35]([OH:37])[CH3:36].[CH3:38][N:39]([CH3:59])[CH:40]1[CH2:45][CH2:44][N:43]([C:46](=[O:58])[CH2:47][CH2:48][C:49]2[N:50]([CH2:54][C:55](O)=[O:56])[CH:51]=[CH:52][N:53]=2)[CH2:42][CH2:41]1. The catalyst is C(Cl)(Cl)Cl. The product is [CH3:59][N:39]([CH3:38])[CH:40]1[CH2:45][CH2:44][N:43]([C:46](=[O:58])[CH2:47][CH2:48][C:49]2[N:50]([CH2:54][C:55]([O:37][CH:35]([CH3:36])[CH3:34])=[O:56])[CH:51]=[CH:52][N:53]=2)[CH2:42][CH2:41]1. The yield is 0.540.